From a dataset of Forward reaction prediction with 1.9M reactions from USPTO patents (1976-2016). Predict the product of the given reaction. Given the reactants [CH:1]1([NH:4][C:5]([NH:7][NH:8][C:9]([C:11]2[CH:16]=[CH:15][CH:14]=[CH:13][C:12]=2[O:17][C:18]([F:21])([F:20])[F:19])=O)=[O:6])[CH2:3][CH2:2]1.Cl, predict the reaction product. The product is: [CH:1]1([N:4]2[C:9]([C:11]3[CH:16]=[CH:15][CH:14]=[CH:13][C:12]=3[O:17][C:18]([F:21])([F:20])[F:19])=[N:8][NH:7][C:5]2=[O:6])[CH2:3][CH2:2]1.